Dataset: NCI-60 drug combinations with 297,098 pairs across 59 cell lines. Task: Regression. Given two drug SMILES strings and cell line genomic features, predict the synergy score measuring deviation from expected non-interaction effect. Drug 1: C1=CN(C(=O)N=C1N)C2C(C(C(O2)CO)O)O.Cl. Drug 2: C1CN(P(=O)(OC1)NCCCl)CCCl. Cell line: SW-620. Synergy scores: CSS=25.0, Synergy_ZIP=0.801, Synergy_Bliss=1.07, Synergy_Loewe=-30.1, Synergy_HSA=0.689.